This data is from Forward reaction prediction with 1.9M reactions from USPTO patents (1976-2016). The task is: Predict the product of the given reaction. (1) Given the reactants [CH3:1][C:2]1[CH:3]=[C:4]([CH:35]=[C:36]([CH3:38])[CH:37]=1)[C:5]([N:7]([C@H:28]([CH2:33][CH3:34])[C:29]([CH3:32])([CH3:31])[CH3:30])[NH:8][C:9](=[O:27])[C:10]1[CH:15]=[CH:14][C:13]([CH:16]=O)=[C:12]([B:18]2[O:22]C(C)(C)C(C)(C)[O:19]2)[CH:11]=1)=[O:6].Cl.[NH2:40]O.C(Cl)Cl, predict the reaction product. The product is: [CH3:1][C:2]1[CH:3]=[C:4]([CH:35]=[C:36]([CH3:38])[CH:37]=1)[C:5]([N:7]([C@H:28]([CH2:33][CH3:34])[C:29]([CH3:31])([CH3:30])[CH3:32])[NH:8][C:9]([C:10]1[CH:15]=[CH:14][C:13]2[CH:16]=[N:40][O:19][B:18]([OH:22])[C:12]=2[CH:11]=1)=[O:27])=[O:6]. (2) Given the reactants [OH:1][N:2]=[C:3]([C:5]1[C:9]([NH:10][CH2:11][CH2:12][NH:13][S:14]([CH3:17])(=[O:16])=[O:15])=[N:8][O:7][N:6]=1)[NH2:4].[F:18][C:19]([F:28])([F:27])[C:20]1[CH:21]=[C:22]([CH:24]=[CH:25][CH:26]=1)N, predict the reaction product. The product is: [OH:1][N:2]=[C:3]([C:5]1[C:9]([NH:10][CH2:11][CH2:12][NH:13][S:14]([CH3:17])(=[O:16])=[O:15])=[N:8][O:7][N:6]=1)[NH:4][C:25]1[CH:24]=[CH:22][CH:21]=[C:20]([C:19]([F:28])([F:27])[F:18])[CH:26]=1. (3) Given the reactants [Cl:1][C:2]1[CH:18]=[C:17]([Cl:19])[CH:16]=[CH:15][C:3]=1[CH2:4][NH:5][C:6](=[O:14])[C:7]1[CH:12]=[CH:11][C:10]([OH:13])=[N:9][CH:8]=1.Br[CH2:21][CH2:22][O:23][CH2:24][CH3:25].C(=O)([O-])[O-].[K+].[K+], predict the reaction product. The product is: [Cl:1][C:2]1[CH:18]=[C:17]([Cl:19])[CH:16]=[CH:15][C:3]=1[CH2:4][NH:5][C:6]([C:7]1[CH:12]=[CH:11][C:10](=[O:13])[N:9]([CH2:21][CH2:22][O:23][CH2:24][CH3:25])[CH:8]=1)=[O:14]. (4) Given the reactants [CH:1]#[C:2][CH2:3][CH2:4][CH2:5][CH3:6].[Li]CCCC.Br[CH2:13][CH2:14][CH2:15][CH2:16][CH2:17][CH2:18][CH2:19][CH2:20][CH2:21][CH3:22], predict the reaction product. The product is: [CH3:1][CH2:2][CH2:3][CH2:4][C:5]#[C:6][CH2:13][CH2:14][CH2:15][CH2:16][CH2:17][CH2:18][CH2:19][CH2:20][CH2:21][CH3:22]. (5) The product is: [NH2:8][C@H:9]1[C@@H:15]([F:16])[CH2:14][C@@H:13]2[NH:17][C@@:10]1([C:27]1[CH:32]=[CH:31][CH:30]=[CH:29][CH:28]=1)[CH2:11][C@H:12]2[CH2:25][OH:26]. Given the reactants C([NH:8][C@H:9]1[C@@H:15]([F:16])[CH2:14][C@@H:13]2[N:17](CC3C=CC=CC=3)[C@@:10]1([C:27]1[CH:32]=[CH:31][CH:30]=[CH:29][CH:28]=1)[CH2:11][C@H:12]2[CH2:25][OH:26])C1C=CC=CC=1, predict the reaction product. (6) Given the reactants C([O:8][C:9]1[CH:14]=[C:13]([C:15]([N:17]([O:19][CH3:20])[CH3:18])=[O:16])[CH:12]=[C:11]([O:21]CC2C=CC=CC=2)[C:10]=1[C:29]1[CH:34]=[CH:33][C:32]([F:35])=[CH:31][CH:30]=1)C1C=CC=CC=1.CCO, predict the reaction product. The product is: [F:35][C:32]1[CH:31]=[CH:30][C:29]([C:10]2[C:9]([OH:8])=[CH:14][C:13]([C:15]([N:17]([O:19][CH3:20])[CH3:18])=[O:16])=[CH:12][C:11]=2[OH:21])=[CH:34][CH:33]=1. (7) Given the reactants [CH3:1][S:2]([O:5][CH2:6][CH2:7][N:8]([CH2:33][CH2:34][Cl:35])[C:9]1[C:14]([C:15]([NH:17][CH2:18][CH2:19][O:20]C2CCCCO2)=[O:16])=[CH:13][C:12]([N+:27]([O-:29])=[O:28])=[CH:11][C:10]=1[N+:30]([O-:32])=[O:31])(=[O:4])=[O:3], predict the reaction product. The product is: [CH3:1][S:2]([O:5][CH2:6][CH2:7][N:8]([CH2:33][CH2:34][Cl:35])[C:9]1[C:10]([N+:30]([O-:32])=[O:31])=[CH:11][C:12]([N+:27]([O-:29])=[O:28])=[CH:13][C:14]=1[C:15]([NH:17][CH2:18][CH2:19][OH:20])=[O:16])(=[O:3])=[O:4].